This data is from NCI-60 drug combinations with 297,098 pairs across 59 cell lines. The task is: Regression. Given two drug SMILES strings and cell line genomic features, predict the synergy score measuring deviation from expected non-interaction effect. (1) Drug 1: CCC(=C(C1=CC=CC=C1)C2=CC=C(C=C2)OCCN(C)C)C3=CC=CC=C3.C(C(=O)O)C(CC(=O)O)(C(=O)O)O. Drug 2: C1CN1C2=NC(=NC(=N2)N3CC3)N4CC4. Cell line: BT-549. Synergy scores: CSS=11.0, Synergy_ZIP=-3.65, Synergy_Bliss=-9.51, Synergy_Loewe=-18.0, Synergy_HSA=-8.50. (2) Drug 1: CC1CCC2CC(C(=CC=CC=CC(CC(C(=O)C(C(C(=CC(C(=O)CC(OC(=O)C3CCCCN3C(=O)C(=O)C1(O2)O)C(C)CC4CCC(C(C4)OC)O)C)C)O)OC)C)C)C)OC. Drug 2: C1CNP(=O)(OC1)N(CCCl)CCCl. Cell line: SW-620. Synergy scores: CSS=14.8, Synergy_ZIP=-4.62, Synergy_Bliss=-0.300, Synergy_Loewe=-15.2, Synergy_HSA=-0.264. (3) Drug 1: CNC(=O)C1=CC=CC=C1SC2=CC3=C(C=C2)C(=NN3)C=CC4=CC=CC=N4. Drug 2: C1=NC2=C(N1)C(=S)N=CN2. Cell line: T-47D. Synergy scores: CSS=-3.79, Synergy_ZIP=-1.04, Synergy_Bliss=-4.81, Synergy_Loewe=-7.19, Synergy_HSA=-5.72. (4) Drug 1: CS(=O)(=O)C1=CC(=C(C=C1)C(=O)NC2=CC(=C(C=C2)Cl)C3=CC=CC=N3)Cl. Drug 2: CC1=C2C(C(=O)C3(C(CC4C(C3C(C(C2(C)C)(CC1OC(=O)C(C(C5=CC=CC=C5)NC(=O)OC(C)(C)C)O)O)OC(=O)C6=CC=CC=C6)(CO4)OC(=O)C)OC)C)OC. Cell line: NCI-H460. Synergy scores: CSS=60.3, Synergy_ZIP=17.1, Synergy_Bliss=15.7, Synergy_Loewe=-7.52, Synergy_HSA=16.1. (5) Drug 1: COC1=C(C=C2C(=C1)N=CN=C2NC3=CC(=C(C=C3)F)Cl)OCCCN4CCOCC4. Drug 2: CCC1=CC2CC(C3=C(CN(C2)C1)C4=CC=CC=C4N3)(C5=C(C=C6C(=C5)C78CCN9C7C(C=CC9)(C(C(C8N6C)(C(=O)OC)O)OC(=O)C)CC)OC)C(=O)OC.C(C(C(=O)O)O)(C(=O)O)O. Cell line: UACC62. Synergy scores: CSS=67.0, Synergy_ZIP=3.92, Synergy_Bliss=4.12, Synergy_Loewe=5.77, Synergy_HSA=8.09. (6) Cell line: UACC-257. Drug 2: CCC1(C2=C(COC1=O)C(=O)N3CC4=CC5=C(C=CC(=C5CN(C)C)O)N=C4C3=C2)O.Cl. Synergy scores: CSS=11.3, Synergy_ZIP=-4.06, Synergy_Bliss=-2.33, Synergy_Loewe=-6.82, Synergy_HSA=-1.42. Drug 1: C(CC(=O)O)C(=O)CN.Cl. (7) Drug 1: C1C(C(OC1N2C=C(C(=O)NC2=O)F)CO)O. Drug 2: CC12CCC3C(C1CCC2O)C(CC4=C3C=CC(=C4)O)CCCCCCCCCS(=O)CCCC(C(F)(F)F)(F)F. Cell line: HT29. Synergy scores: CSS=25.3, Synergy_ZIP=1.12, Synergy_Bliss=1.46, Synergy_Loewe=-2.34, Synergy_HSA=3.88.